This data is from Experimentally validated miRNA-target interactions with 360,000+ pairs, plus equal number of negative samples. The task is: Binary Classification. Given a miRNA mature sequence and a target amino acid sequence, predict their likelihood of interaction. (1) The miRNA is hsa-miR-335-5p with sequence UCAAGAGCAAUAACGAAAAAUGU. The protein sequence of the target gene is MSKKGRSKGEKPEMETDAVQMANEELRAKLTSIQIEFQQEKSKVGKLRERLQEAKLEREQEQRRHTAYISELKAKLHEEKTKELQALREGLIRQHEQEAARTAKIKEGELQRLQATLNVLRDGAADKVKTALLTEAREEARRAFDGERLRLQQEILELKAARKQAEEALSNCMQADKTKAADLRAAYQAHQDEVHRIKRECERDIRRLMDEIKGKDRVILALEKELGVQAGQTQKLLLQKEALDEQLVQVKEAERHHSSPKRELPPGIGDMVELMGVQDQHMDERDVRRFQLKIAELNSV.... Result: 1 (interaction). (2) The miRNA is mmu-miR-706 with sequence AGAGAAACCCUGUCUCAAAAAA. The protein sequence of the target gene is MMSYLKQPPYGMNGLGLAGPAMDLLHPSVGYPATPRKQRRERTTFTRSQLDVLEALFAKTRYPDIFMREEVALKINLPESRVQVWFKNRRAKCRQQQQSGNGTKTRPVKKKSSPVRESSGSESSGQFTPPAVSSSASSSSSASSASANPAAAAAAGLGGNPVAAASSLSTPTASSIWSPASISPGSAPTSVSVPEPLAAPSNASCMQRSVAAGAATAAASYPMSYGQGGSYGQGYPAPSSSYFGGVDCSSYLAPMHSHHHPHQLSPMAPSSMAGHHHHHPHAHHPLSQSSGHHHHHHHHH.... Result: 1 (interaction). (3) The miRNA is hsa-let-7g-5p with sequence UGAGGUAGUAGUUUGUACAGUU. The protein sequence of the target gene is MASVSYQKPTSTTVGKQMIFTGPDYIKDYLPKIHQHTSYVGEQHLALEKTGDLRYLWRPASNRSLPAKYKHEYVSEIGWRIPQYNFINKSRLGSGFHIKYEELSQASLDSITHRYQNPWQPKPHVLDMQGKQSRASFAWHMSAFEDTDQRNSKWAILVRQCKSSLPRASKPPKLPKLPKKEKKRKH. Result: 0 (no interaction). (4) Result: 1 (interaction). The protein sequence of the target gene is MAEGSAVSDPQHAARLLRALSSFREESRFCDAHLVLDGEEIPVQKNILAAASPYIRTKLNYNPPKDDGSTYKIELEGISVMVMREILDYIFSGQIRLNEDTIQDVVQAADLLLLTDLKTLCCEFLEGCIAAENCIGIRDFALHYCLHHVHYLATEYLETHFRDVSSTEEFLELSPQKLKEVISLEKLNVGNERYVFEAVIRWIAHDTEIRKVHMKDVMSALWVSGLDSSYLREQMLNEPLVREIVKECSNIPLSQPQQGEAMLANFKPRGYSECIVTVGGEERVSRKPTAAMRCMCPLYD.... The miRNA is hsa-miR-6790-3p with sequence CGACCUCGGCGACCCCUCACU. (5) The miRNA is hsa-miR-6858-3p with sequence CAGCCAGCCCCUGCUCACCCCU. The protein sequence of the target gene is MALWRGSACAGFLALAVGCVFLLEPELPGTALRSLWSSLRLGPAPVPVGPLSPESRLAAAWDALIAQPARRWRRVAVGVNACVDVVISGVKLLQALGLSPGSGKDHAILHSRSDLEEAFLYFMGKGAAAERFFSDKETFHDIAQAASEFPGAQHYVGGNAALIGQRFAANTDLKVLLCGPIGPKLHELLDDNVFVPPESLQEEDEFHLILEYLAGEEWGPFKAPHANRFIFSHDLSNGAMNMLEVFVSSLEEFQPDLVVLSGLHMMEGQSKELQRKRLLEVVTAISDIPTGIPVHLELAS.... Result: 0 (no interaction).